From a dataset of Full USPTO retrosynthesis dataset with 1.9M reactions from patents (1976-2016). Predict the reactants needed to synthesize the given product. (1) Given the product [CH2:22]([O:23][CH:24]([O:25][NH2:20])[CH3:26])[CH2:21][CH2:14][CH3:15], predict the reactants needed to synthesize it. The reactants are: C(OC(=O)C1C(=CC=[CH:14][CH:15]=1)C(OCC)=O)C.C([NH2:20])CC.[CH3:21][CH2:22][O:23][C:24]([CH3:26])=[O:25]. (2) Given the product [F:19][C:20]1[C:28]([CH3:1])=[C:24]([C:23]([O:29][CH3:30])=[CH:22][CH:21]=1)[C:25]([OH:27])=[O:26], predict the reactants needed to synthesize it. The reactants are: [CH:1](NC(C)C)(C)C.[Li]CCCC.CCCCCC.[F:19][C:20]1[CH:21]=[CH:22][C:23]([O:29][CH3:30])=[C:24]([CH:28]=1)[C:25]([OH:27])=[O:26].CI. (3) The reactants are: C(OC([N:8]([C:16]1[C:17]2[N:25]=[C:24](Cl)[CH:23]=[CH:22][C:18]=2[N:19]=[CH:20][N:21]=1)C(=O)OC(C)(C)C)=O)(C)(C)C.[CH3:27][C:28]1[CH:33]=[CH:32][CH:31]=[CH:30][C:29]=1[OH:34].C(=O)([O-])[O-].[K+].[K+]. Given the product [C:28]1([CH3:27])[CH:33]=[CH:32][CH:31]=[CH:30][C:29]=1[O:34][C:24]1[CH:23]=[CH:22][C:18]2[N:19]=[CH:20][N:21]=[C:16]([NH2:8])[C:17]=2[N:25]=1, predict the reactants needed to synthesize it. (4) Given the product [F:27][C:25]([F:26])([F:28])[C:23]1[CH:22]=[CH:21][C:20]([O:29][CH2:30][C:31]2[CH:36]=[CH:35][CH:34]=[C:33]([F:37])[C:32]=2[F:38])=[C:19]([C:14]2[N:13]([C:9]3[N:8]=[C:7]([C:6]([OH:39])=[O:5])[CH:12]=[CH:11][CH:10]=3)[C:17]([CH3:18])=[CH:16][CH:15]=2)[CH:24]=1, predict the reactants needed to synthesize it. The reactants are: FC1C(F)=CC=CC=1C[O:5][C:6](=[O:39])[C:7]1[CH:12]=[CH:11][CH:10]=[C:9]([N:13]2[C:17]([CH3:18])=[CH:16][CH:15]=[C:14]2[C:19]2[CH:24]=[C:23]([C:25]([F:28])([F:27])[F:26])[CH:22]=[CH:21][C:20]=2[O:29][CH2:30][C:31]2[CH:36]=[CH:35][CH:34]=[C:33]([F:37])[C:32]=2[F:38])[N:8]=1.[OH-].[Na+].Cl. (5) Given the product [N:15]1([CH2:14][C:13]2[NH:3][C:4](=[O:12])[C:5]3[C:6]([CH:11]=2)=[CH:7][CH:8]=[CH:9][CH:10]=3)[CH2:21][CH2:20][CH2:19][CH2:18][CH2:17][CH2:16]1, predict the reactants needed to synthesize it. The reactants are: C([N:3]([CH2:13][CH3:14])[C:4](=[O:12])[C:5]1[CH:10]=[CH:9][CH:8]=[CH:7][C:6]=1[CH3:11])C.[N:15]1(CC#N)[CH2:21][CH2:20][CH2:19][CH2:18][CH2:17][CH2:16]1.